This data is from Reaction yield outcomes from USPTO patents with 853,638 reactions. The task is: Predict the reaction yield, written as a fraction of the theoretical maximum amount of product (1.0 means a 100% yield; for example, 0.34 means a 34% yield). (1) The reactants are [CH3:1][C:2]1[CH:7]=[CH:6][C:5]([NH2:8])=[CH:4][C:3]=1[CH:9]1[CH2:14][CH2:13][N:12]([CH2:15][C:16]2[CH:21]=[CH:20][C:19]([O:22][C:23]3[CH:28]=[C:27]([F:29])[C:26]([F:30])=[CH:25][C:24]=3[F:31])=[CH:18][CH:17]=2)[CH2:11][CH2:10]1.[C:32]([O:36][N:37]([CH2:41][C:42](O)=[O:43])[C:38]([CH3:40])=[O:39])([CH3:35])([CH3:34])[CH3:33].F[P-](F)(F)(F)(F)F.N1(OC(N(C)C)=[N+](C)C)C2N=CC=CC=2N=N1.C(N(C(C)C)CC)(C)C. The catalyst is CN(C)C=O.C(Cl)Cl.CO. The product is [C:32]([O:36][N:37]([CH2:41][C:42]([NH:8][C:5]1[CH:6]=[CH:7][C:2]([CH3:1])=[C:3]([CH:9]2[CH2:10][CH2:11][N:12]([CH2:15][C:16]3[CH:17]=[CH:18][C:19]([O:22][C:23]4[CH:28]=[C:27]([F:29])[C:26]([F:30])=[CH:25][C:24]=4[F:31])=[CH:20][CH:21]=3)[CH2:13][CH2:14]2)[CH:4]=1)=[O:43])[C:38]([CH3:40])=[O:39])([CH3:35])([CH3:34])[CH3:33]. The yield is 0.900. (2) The reactants are [OH:1]/[N:2]=[C:3](\Cl)/[C:4]1[CH:15]=[CH:14][C:7]2[B:8]([OH:13])[O:9][C:10]([CH3:12])([CH3:11])[C:6]=2[CH:5]=1.[Cl:17][C:18]1[CH:23]=[CH:22][C:21]([C:24]([C:26]([F:29])([F:28])[F:27])=[CH2:25])=[CH:20][C:19]=1[Cl:30].CC(=O)OCC. The catalyst is CN(C=O)C. The product is [Cl:30][C:19]1[CH:20]=[C:21]([C:24]2([C:26]([F:29])([F:27])[F:28])[O:1][N:2]=[C:3]([C:4]3[CH:15]=[CH:14][C:7]4[B:8]([OH:13])[O:9][C:10]([CH3:12])([CH3:11])[C:6]=4[CH:5]=3)[CH2:25]2)[CH:22]=[CH:23][C:18]=1[Cl:17]. The yield is 0.244. (3) The catalyst is O. The yield is 0.906. The product is [C:12]([O:11][C:9]([NH:17][CH2:18][C@H:19]([C:23]1[CH:24]=[CH:25][C:26]([Cl:29])=[CH:27][CH:28]=1)[C:20]([OH:22])=[O:21])=[O:10])([CH3:13])([CH3:14])[CH3:15]. The reactants are [CH3:13][C:12]([O:11][C:9](O[C:9]([O:11][C:12]([CH3:15])([CH3:14])[CH3:13])=[O:10])=[O:10])([CH3:15])[CH3:14].Cl.[NH2:17][CH2:18][C@H:19]([C:23]1[CH:28]=[CH:27][C:26]([Cl:29])=[CH:25][CH:24]=1)[C:20]([OH:22])=[O:21].O.O.O.O.O.[OH-].C[N+](C)(C)C.CC#N. (4) The reactants are [CH2:1]([O:4][N:5]([C@H:18]1[CH2:23][N:22](C(OC(C)(C)C)=O)[C@H:21]([CH2:31][O:32][Si:33]([C:36]([CH3:39])([CH3:38])[CH3:37])([CH3:35])[CH3:34])[CH:20]=[C:19]1[CH3:40])[S:6]([C:9]1[CH:14]=[CH:13][CH:12]=[CH:11][C:10]=1[N+:15]([O-:17])=[O:16])(=[O:8])=[O:7])[CH:2]=[CH2:3]. The catalyst is C(Cl)Cl.[Br-].[Zn+2].[Br-]. The product is [CH2:1]([O:4][N:5]([C@@H:18]1[C:19]([CH3:40])=[CH:20][C@@H:21]([CH2:31][O:32][Si:33]([C:36]([CH3:39])([CH3:38])[CH3:37])([CH3:34])[CH3:35])[NH:22][CH2:23]1)[S:6]([C:9]1[CH:14]=[CH:13][CH:12]=[CH:11][C:10]=1[N+:15]([O-:17])=[O:16])(=[O:8])=[O:7])[CH:2]=[CH2:3]. The yield is 1.00. (5) The reactants are [CH:1]1[C:6]2[C:7](=[O:16])[NH:8][C:9]3[CH:15]=[CH:14][CH:13]=[CH:12][C:10]=3[O:11][C:5]=2[CH:4]=[CH:3][CH:2]=1.C(N(CC)CC)C.[CH2:24]([O:26][C:27]([C:29]1[CH:34]=[CH:33][C:32](B(O)O)=[CH:31][CH:30]=1)=[O:28])[CH3:25]. The catalyst is C1COCC1.ClCCl.C(OCC)(=O)C.C(O[Cu]OC(=O)C)(=O)C. The product is [O:16]=[C:7]1[C:6]2[CH:1]=[CH:2][CH:3]=[CH:4][C:5]=2[O:11][C:10]2[CH:12]=[CH:13][CH:14]=[CH:15][C:9]=2[N:8]1[C:32]1[CH:33]=[CH:34][C:29]([C:27]([O:26][CH2:24][CH3:25])=[O:28])=[CH:30][CH:31]=1. The yield is 0.230. (6) The reactants are [Mg].Br[C:3]1[CH:8]=[CH:7][C:6]([CH3:9])=[CH:5][CH:4]=1.C[O:11][C:12]1[CH:17]=[CH:16][CH:15]=[CH:14][C:13]=1C=NC1CCCCC1.Cl.[CH2:27]1COCC1. No catalyst specified. The product is [CH3:27][C:3]1[CH:8]=[CH:7][C:6]([C:9]2[C:13]([CH:12]=[O:11])=[CH:14][CH:15]=[CH:16][CH:17]=2)=[CH:5][CH:4]=1. The yield is 0.510. (7) The reactants are [S:1]1[CH:5]=[C:4]([C:6]2[O:7][C:8]3[C:9](=[C:11]([C:15]([OH:17])=O)[CH:12]=[CH:13][CH:14]=3)[N:10]=2)[N:3]=[CH:2]1.[ClH:18].C(N=C=NCCCN(C)C)C.ON1C2C=CC=CC=2N=N1.Cl.Cl.[NH2:42][C@H:43]1[CH:48]2[CH2:49][CH2:50][N:45]([CH2:46][CH2:47]2)[CH2:44]1.C(N(CC)CC)C. The catalyst is CN(C=O)C.ClCCl. The product is [ClH:18].[N:45]12[CH2:50][CH2:49][CH:48]([CH2:47][CH2:46]1)[C@H:43]([NH:42][C:15]([C:11]1[CH:12]=[CH:13][CH:14]=[C:8]3[O:7][C:6]([C:4]4[N:3]=[CH:2][S:1][CH:5]=4)=[N:10][C:9]=13)=[O:17])[CH2:44]2. The yield is 0.370.